Regression. Given a peptide amino acid sequence and an MHC pseudo amino acid sequence, predict their binding affinity value. This is MHC class I binding data. From a dataset of Peptide-MHC class I binding affinity with 185,985 pairs from IEDB/IMGT. (1) The peptide sequence is KQWIVAGAI. The MHC is HLA-A29:02 with pseudo-sequence HLA-A29:02. The binding affinity (normalized) is 0.0847. (2) The binding affinity (normalized) is 0. The MHC is HLA-A02:01 with pseudo-sequence HLA-A02:01. The peptide sequence is DLSKLSKDVV. (3) The peptide sequence is CLEWLRAKR. The MHC is HLA-A11:01 with pseudo-sequence HLA-A11:01. The binding affinity (normalized) is 0.00142. (4) The binding affinity (normalized) is 0. The MHC is HLA-B35:01 with pseudo-sequence HLA-B35:01. The peptide sequence is FSPEVIPMF.